This data is from Full USPTO retrosynthesis dataset with 1.9M reactions from patents (1976-2016). The task is: Predict the reactants needed to synthesize the given product. (1) Given the product [OH:20][CH:16]([C:12]1[CH:13]=[CH:14][CH:15]=[C:10]([NH:9][CH2:7][CH2:6][CH2:5][CH2:4][CH2:3][O:2][CH3:1])[CH:11]=1)[CH2:17][C:18]#[N:19], predict the reactants needed to synthesize it. The reactants are: [CH3:1][O:2][CH2:3][CH2:4][CH2:5][CH2:6][CH:7]=O.[NH2:9][C:10]1[CH:11]=[C:12]([CH:16]([OH:20])[CH2:17][C:18]#[N:19])[CH:13]=[CH:14][CH:15]=1.[BH4-].[Na+]. (2) Given the product [Br:1][C:2]1[CH:8]=[CH:7][CH:6]=[CH:5][C:3]=1[NH:4][C:15](=[O:24])[CH:16]=[CH:17][C:18]1[CH:23]=[CH:22][CH:21]=[CH:20][CH:19]=1, predict the reactants needed to synthesize it. The reactants are: [Br:1][C:2]1[CH:8]=[CH:7][CH:6]=[CH:5][C:3]=1[NH2:4].C([O-])([O-])=O.[K+].[K+].[C:15](Cl)(=[O:24])[CH:16]=[CH:17][C:18]1[CH:23]=[CH:22][CH:21]=[CH:20][CH:19]=1. (3) Given the product [N:13]1[CH:18]=[CH:17][C:16]([CH2:19][NH:1][C:2]2[CH:12]=[CH:11][CH:10]=[CH:9][C:3]=2[C:4]([O:6][CH2:7][CH3:8])=[O:5])=[CH:15][CH:14]=1, predict the reactants needed to synthesize it. The reactants are: [NH2:1][C:2]1[CH:12]=[CH:11][CH:10]=[CH:9][C:3]=1[C:4]([O:6][CH2:7][CH3:8])=[O:5].[N:13]1[CH:18]=[CH:17][C:16]([CH:19]=O)=[CH:15][CH:14]=1.[BH3-]C#N.[Na+]. (4) Given the product [CH3:1][O:2][C:3]1[CH:4]=[C:5]2[C:10](=[CH:11][C:12]=1[O:13][CH3:14])[N:9]=[CH:8][CH:7]=[C:6]2[CH2:15][C:16]1[CH:17]=[C:18]2[C:23](=[CH:24][CH:25]=1)[CH:22]=[C:21]([NH:26][C:32]([C:29]1[CH:30]=[CH:31][S:27][CH:28]=1)=[O:33])[CH:20]=[CH:19]2, predict the reactants needed to synthesize it. The reactants are: [CH3:1][O:2][C:3]1[CH:4]=[C:5]2[C:10](=[CH:11][C:12]=1[O:13][CH3:14])[N:9]=[CH:8][CH:7]=[C:6]2[CH2:15][C:16]1[CH:17]=[C:18]2[C:23](=[CH:24][CH:25]=1)[CH:22]=[C:21]([NH2:26])[CH:20]=[CH:19]2.[S:27]1[CH:31]=[CH:30][C:29]([C:32](O)=[O:33])=[CH:28]1.C1CN([P+](ON2N=NC3C=CC=CC2=3)(N2CCCC2)N2CCCC2)CC1.F[P-](F)(F)(F)(F)F.CCN(CC)CC. (5) Given the product [CH:10]1([S:9][C:4]2[C:3]([CH2:2][O:29][C:26]3[C:25]([F:30])=[CH:24][C:23]4[CH:19]([CH2:18][C:17]([OH:31])=[O:16])[CH2:20][O:21][C:22]=4[C:27]=3[F:28])=[CH:8][CH:7]=[CH:6][N:5]=2)[CH2:14][CH2:13][CH2:12][CH2:11]1, predict the reactants needed to synthesize it. The reactants are: Cl[CH2:2][C:3]1[C:4]([S:9][CH:10]2[CH2:14][CH2:13][CH2:12][CH2:11]2)=[N:5][CH:6]=[CH:7][CH:8]=1.C[O:16][C:17](=[O:31])[CH2:18][CH:19]1[C:23]2[CH:24]=[C:25]([F:30])[C:26]([OH:29])=[C:27]([F:28])[C:22]=2[O:21][CH2:20]1. (6) Given the product [NH2:21][C:14](=[O:15])[CH2:13][O:12][C:11]1[CH:10]=[C:9]([N:8]([CH3:20])[C:6](=[O:7])[O:5][C:1]([CH3:4])([CH3:3])[CH3:2])[CH:19]=[CH:18][CH:17]=1, predict the reactants needed to synthesize it. The reactants are: [C:1]([O:5][C:6]([N:8]([CH3:20])[C:9]1[CH:10]=[C:11]([CH:17]=[CH:18][CH:19]=1)[O:12][CH2:13][C:14](O)=[O:15])=[O:7])([CH3:4])([CH3:3])[CH3:2].[NH3:21]. (7) Given the product [CH3:18][O:17][C:14]1[N:13]=[CH:12][C:11]([NH:10][C:8]([C:3]2[C:4]([CH3:7])=[N:5][S:6][C:2]=2[NH:1][C:20]2[CH:29]=[N:28][C:27]3[C:22](=[C:23]([CH3:30])[CH:24]=[CH:25][CH:26]=3)[N:21]=2)=[O:9])=[CH:16][CH:15]=1, predict the reactants needed to synthesize it. The reactants are: [NH2:1][C:2]1[S:6][N:5]=[C:4]([CH3:7])[C:3]=1[C:8]([NH:10][C:11]1[CH:12]=[N:13][C:14]([O:17][CH3:18])=[CH:15][CH:16]=1)=[O:9].Cl[C:20]1[CH:29]=[N:28][C:27]2[C:22](=[C:23]([CH3:30])[CH:24]=[CH:25][CH:26]=2)[N:21]=1.C(=O)([O-])[O-].[Cs+].[Cs+].CC1(C)C2C(=C(P(C3C=CC=CC=3)C3C=CC=CC=3)C=CC=2)OC2C(P(C3C=CC=CC=3)C3C=CC=CC=3)=CC=CC1=2. (8) Given the product [CH2:27]([O:26][CH2:25][CH2:24][CH2:23][O:14][C:11]1[CH:10]=[CH:9][C:8]([CH:7]2[CH2:6][CH2:5][N:4]([C:15]([O:17][C:18]([CH3:21])([CH3:20])[CH3:19])=[O:16])[CH2:3][CH:2]2[OH:1])=[CH:13][CH:12]=1)[C:28]1[CH:33]=[CH:32][CH:31]=[CH:30][CH:29]=1.[Br:22][CH2:23][C:5]1[CH:6]=[CH:7][C:8]2[C:9](=[CH:10][CH:11]=[CH:12][CH:13]=2)[CH:34]=1, predict the reactants needed to synthesize it. The reactants are: [OH:1][CH:2]1[CH:7]([C:8]2[CH:13]=[CH:12][C:11]([OH:14])=[CH:10][CH:9]=2)[CH2:6][CH2:5][N:4]([C:15]([O:17][C:18]([CH3:21])([CH3:20])[CH3:19])=[O:16])[CH2:3]1.[Br:22][CH2:23][CH2:24][CH2:25][O:26][CH2:27][C:28]1[CH:33]=[CH:32][CH:31]=[CH:30][CH:29]=1.[C:34](=O)([O-])[O-].[K+].[K+]. (9) Given the product [C:18]([O:21][C:22](=[O:23])[NH:15][C:12]1[CH:11]=[CH:10][C:9]([B:4]2[O:3][C:2]([CH3:16])([CH3:1])[C:6]([CH3:7])([CH3:8])[O:5]2)=[CH:14][N:13]=1)([CH3:20])([CH3:19])[CH3:17], predict the reactants needed to synthesize it. The reactants are: [CH3:1][C:2]1([CH3:16])[C:6]([CH3:8])([CH3:7])[O:5][B:4]([C:9]2[CH:10]=[CH:11][C:12]([NH2:15])=[N:13][CH:14]=2)[O:3]1.[CH3:17][C:18]([O:21][C:22](O[C:22]([O:21][C:18]([CH3:20])([CH3:19])[CH3:17])=[O:23])=[O:23])([CH3:20])[CH3:19].CCN(CC)CC.